Dataset: Forward reaction prediction with 1.9M reactions from USPTO patents (1976-2016). Task: Predict the product of the given reaction. Given the reactants [F:1][C:2]1[CH:25]=[CH:24][CH:23]=[C:22]([F:26])[C:3]=1[C:4]([NH:6][C:7](=[O:21])[N:8]([C:10]1[CH:15]=[CH:14][C:13]([S:16][CH2:17][C:18]#[CH:19])=[CH:12][C:11]=1[F:20])[CH3:9])=[O:5].ClC1C=CC=C(C(OO)=[O:35])C=1, predict the reaction product. The product is: [F:1][C:2]1[CH:25]=[CH:24][CH:23]=[C:22]([F:26])[C:3]=1[C:4]([NH:6][C:7](=[O:21])[N:8]([C:10]1[CH:15]=[CH:14][C:13]([S:16]([CH2:17][C:18]#[CH:19])=[O:35])=[CH:12][C:11]=1[F:20])[CH3:9])=[O:5].